From a dataset of Forward reaction prediction with 1.9M reactions from USPTO patents (1976-2016). Predict the product of the given reaction. (1) Given the reactants [OH:1][CH:2]1[CH2:7][CH2:6][CH:5]([C:8]([O:10][CH2:11][CH3:12])=[O:9])[CH2:4][CH2:3]1.C1(P(C2C=CC=CC=2)C2C=CC=CC=2)C=CC=CC=1.N(C(OCC1C=CC=CC=1)=O)=NC(OCC1C=CC=CC=1)=O.[NH:54]1[C:62]2[C:57](=[CH:58][C:59](O)=[CH:60][CH:61]=2)[CH:56]=[N:55]1, predict the reaction product. The product is: [NH:54]1[C:62]2[C:57](=[CH:58][C:59]([O:1][CH:2]3[CH2:3][CH2:4][CH:5]([C:8]([O:10][CH2:11][CH3:12])=[O:9])[CH2:6][CH2:7]3)=[CH:60][CH:61]=2)[CH:56]=[N:55]1. (2) The product is: [CH3:13][O:12][C:10](=[O:11])[C:9]([NH:8][C:6]([O:5][C:2]([CH3:1])([CH3:3])[CH3:4])=[O:7])=[CH:28][C:30]1[C:31]([NH:36][C:37](=[O:42])[C:38]([CH3:40])([CH3:39])[CH3:41])=[N:32][CH:33]=[CH:34][CH:35]=1. Given the reactants [CH3:1][C:2]([O:5][C:6]([NH:8][CH:9](P(OC)(OC)=O)[C:10]([O:12][CH3:13])=[O:11])=[O:7])([CH3:4])[CH3:3].CN(C)C(N(C)C)=N.[CH:28]([C:30]1[C:31]([NH:36][C:37](=[O:42])[C:38]([CH3:41])([CH3:40])[CH3:39])=[N:32][CH:33]=[CH:34][CH:35]=1)=O.O, predict the reaction product.